Dataset: Catalyst prediction with 721,799 reactions and 888 catalyst types from USPTO. Task: Predict which catalyst facilitates the given reaction. (1) The catalyst class is: 632. Reactant: [C:1]([CH:4]1[CH2:9][N:8]([S:10]([C:13]2[CH:22]=[CH:21][C:20]3[C:15](=[CH:16][CH:17]=[C:18]([Cl:23])[CH:19]=3)[CH:14]=2)(=[O:12])=[O:11])[CH2:7][CH2:6][N:5]1[C:24]([C:26]1[S:27][C:28]2[CH2:33]C(C)N[CH2:30][C:29]=2[N:35]=1)=[O:25])(=[O:3])[NH2:2].[C:36]1([CH3:42])C=CC=CC=1.C[Si]([N-:47][Si](C)(C)C)(C)C.[K+].[CH3:53][S:54](Cl)(=[O:56])=[O:55]. Product: [ClH:23].[Cl:23][C:18]1[CH:19]=[C:20]2[C:15](=[CH:16][CH:17]=1)[CH:14]=[C:13]([S:10]([N:8]1[CH2:7][CH2:6][N:5]([C:24]([C:26]3[S:27][C:28]4[CH2:33][NH:47][CH:36]([CH3:42])[CH2:30][C:29]=4[N:35]=3)=[O:25])[CH:4]([C:1]([NH:2][S:54]([CH3:53])(=[O:56])=[O:55])=[O:3])[CH2:9]1)(=[O:12])=[O:11])[CH:22]=[CH:21]2. (2) Reactant: [NH2:1][C:2]1[CH:3]=[C:4]([CH:7]=[CH:8][C:9]=1[NH:10][CH2:11][CH2:12][CH:13]([CH3:15])[CH3:14])[C:5]#[N:6].C(N(CC)CC)C.[C:23](OCC(Cl)=O)(=[O:25])[CH3:24]. Product: [OH:25][CH2:23][C:24]1[N:10]([CH2:11][CH2:12][CH:13]([CH3:15])[CH3:14])[C:9]2[CH:8]=[CH:7][C:4]([C:5]#[N:6])=[CH:3][C:2]=2[N:1]=1. The catalyst class is: 1. (3) Reactant: F[C:2]1[CH:9]=[CH:8][C:5]([C:6]#[N:7])=[CH:4][CH:3]=1.[NH:10]1[CH2:15][CH2:14][O:13][CH2:12][CH2:11]1.O. The catalyst class is: 16. Product: [N:10]1([C:2]2[CH:9]=[CH:8][C:5]([C:6]#[N:7])=[CH:4][CH:3]=2)[CH2:15][CH2:14][O:13][CH2:12][CH2:11]1. (4) Reactant: [Si:1]([O:18][CH2:19][C@@H:20]([N:23]1[C@H:28]([C:29]2[CH:34]=[CH:33][C:32]([Cl:35])=[CH:31][CH:30]=2)[C@@H:27]([C:36]2[CH:41]=[CH:40][CH:39]=[C:38]([Cl:42])[CH:37]=2)[CH2:26][C@:25]([CH3:47])([C:43](OC)=[O:44])[C:24]1=[O:48])[CH2:21][CH3:22])([C:14]([CH3:17])([CH3:16])[CH3:15])([C:8]1[CH:13]=[CH:12][CH:11]=[CH:10][CH:9]=1)[C:2]1[CH:7]=[CH:6][CH:5]=[CH:4][CH:3]=1.C([BH-](CC)CC)C.[Li+]. Product: [Si:1]([O:18][CH2:19][C@@H:20]([N:23]1[C@H:28]([C:29]2[CH:30]=[CH:31][C:32]([Cl:35])=[CH:33][CH:34]=2)[C@@H:27]([C:36]2[CH:41]=[CH:40][CH:39]=[C:38]([Cl:42])[CH:37]=2)[CH2:26][C@@:25]([CH2:43][OH:44])([CH3:47])[C:24]1=[O:48])[CH2:21][CH3:22])([C:14]([CH3:16])([CH3:17])[CH3:15])([C:8]1[CH:13]=[CH:12][CH:11]=[CH:10][CH:9]=1)[C:2]1[CH:7]=[CH:6][CH:5]=[CH:4][CH:3]=1. The catalyst class is: 1. (5) Reactant: [Al+3].[Cl-].[Cl-].[Cl-].[F:5][C:6]1[CH:7]=[CH:8][C:9]2[S:13][CH:12]=[CH:11][C:10]=2[CH:14]=1.[Cl:15][CH2:16][CH2:17][C:18](Cl)=[O:19]. Product: [Cl:15][CH2:16][CH2:17][C:18]([C:11]1[C:10]2[CH:14]=[C:6]([F:5])[CH:7]=[CH:8][C:9]=2[S:13][CH:12]=1)=[O:19]. The catalyst class is: 22.